From a dataset of Full USPTO retrosynthesis dataset with 1.9M reactions from patents (1976-2016). Predict the reactants needed to synthesize the given product. (1) Given the product [NH2:14][C:15]1[N:20]([C:21]2[CH:26]=[CH:25][CH:24]=[C:23]([NH:27][C:9]([NH:8][C:5]3[CH:6]=[CH:7][C:2]([Cl:1])=[CH:3][CH:4]=3)=[O:10])[CH:22]=2)[CH2:19][N:18]=[C:17]2[O:28][CH:29]=[CH:30][C:16]=12, predict the reactants needed to synthesize it. The reactants are: [Cl:1][C:2]1[CH:7]=[CH:6][C:5]([N:8]=[C:9]=[O:10])=[CH:4][CH:3]=1.[N-]=C=O.[NH2:14][C:15]1[N:20]([C:21]2[CH:26]=[CH:25][CH:24]=[C:23]([NH2:27])[CH:22]=2)[CH2:19][N:18]=[C:17]2[O:28][CH:29]=[CH:30][C:16]=12. (2) Given the product [Cl:22][C:17]1[CH:16]=[C:15]([NH:14][C:5]2[C:4]3[C:9](=[CH:10][CH:11]=[C:2]([NH:1][CH2:31][C:30]4[CH:29]=[CH:28][C:27]([S:24]([CH3:23])(=[O:26])=[O:25])=[CH:34][CH:33]=4)[CH:3]=3)[N:8]=[CH:7][C:6]=2[C:12]#[N:13])[CH:20]=[CH:19][C:18]=1[F:21], predict the reactants needed to synthesize it. The reactants are: [NH2:1][C:2]1[CH:3]=[C:4]2[C:9](=[CH:10][CH:11]=1)[N:8]=[CH:7][C:6]([C:12]#[N:13])=[C:5]2[NH:14][C:15]1[CH:20]=[CH:19][C:18]([F:21])=[C:17]([Cl:22])[CH:16]=1.[CH3:23][S:24]([C:27]1[CH:34]=[CH:33][C:30]([CH:31]=O)=[CH:29][CH:28]=1)(=[O:26])=[O:25].[BH3-]C#N.[Na+].